This data is from Catalyst prediction with 721,799 reactions and 888 catalyst types from USPTO. The task is: Predict which catalyst facilitates the given reaction. (1) Reactant: [CH2:1]([NH:8][C:9]1[CH:14]=[CH:13][C:12]([C:15]2[CH:19]=[C:18]([CH2:20][OH:21])[O:17][N:16]=2)=[CH:11][CH:10]=1)[C:2]1[CH:7]=[CH:6][CH:5]=[CH:4][CH:3]=1.C1N=C[N:24]([C:27](N2C=NC=C2)=[O:28])C=1.[OH-].[NH4+]. Product: [CH2:1]([NH:8][C:9]1[CH:14]=[CH:13][C:12]([C:15]2[CH:19]=[C:18]([CH2:20][O:21][C:27](=[O:28])[NH2:24])[O:17][N:16]=2)=[CH:11][CH:10]=1)[C:2]1[CH:7]=[CH:6][CH:5]=[CH:4][CH:3]=1. The catalyst class is: 1. (2) Reactant: [CH3:1][C:2]1[CH:3]=[C:4]([NH:16][C:17]2[C:18]3[NH:25][C:24]([C:26]4[CH:34]=[CH:33][C:29]([C:30](O)=[O:31])=[CH:28][CH:27]=4)=[CH:23][C:19]=3[N:20]=[CH:21][N:22]=2)[CH:5]=[CH:6][C:7]=1[O:8][C:9]1[CH:10]=[N:11][C:12]([CH3:15])=[CH:13][CH:14]=1.C(N(CC)CC)C.C(N1C=CN=C1)(N1C=CN=C1)=O.[BH4-].[Na+]. Product: [CH3:1][C:2]1[CH:3]=[C:4]([NH:16][C:17]2[C:18]3[NH:25][C:24]([C:26]4[CH:27]=[CH:28][C:29]([CH2:30][OH:31])=[CH:33][CH:34]=4)=[CH:23][C:19]=3[N:20]=[CH:21][N:22]=2)[CH:5]=[CH:6][C:7]=1[O:8][C:9]1[CH:10]=[N:11][C:12]([CH3:15])=[CH:13][CH:14]=1. The catalyst class is: 670. (3) Reactant: [Cl:1][C:2]1[CH:7]=[C:6]([Cl:8])[CH:5]=[CH:4][C:3]=1[CH:9]([O:12][CH3:13])[C:10]#[N:11].[CH2:14]([Mg]Br)[CH3:15].B(F)(F)F.CCOCC.[OH-].[Na+]. Product: [Cl:1][C:2]1[CH:7]=[C:6]([Cl:8])[CH:5]=[CH:4][C:3]=1[CH:9]([O:12][CH3:13])[C:10]1([NH2:11])[CH2:15][CH2:14]1. The catalyst class is: 27. (4) Reactant: Br[CH2:2][C:3]1[NH:8][C:7]([C:9]2[S:10][CH:11]=[CH:12][N:13]=2)=[N:6][C@@H:5]([C:14]2[CH:19]=[CH:18][C:17]([F:20])=[CH:16][C:15]=2[Cl:21])[C:4]=1[C:22]([O:24][CH2:25][CH3:26])=[O:23].[NH:27]1[CH2:32][CH2:31][S:30](=[O:34])(=[O:33])[CH2:29][C@H:28]1[C:35]([OH:37])=[O:36].C([O-])([O-])=O.[K+].[K+]. Product: [Cl:21][C:15]1[CH:16]=[C:17]([F:20])[CH:18]=[CH:19][C:14]=1[C@@H:5]1[N:6]=[C:7]([C:9]2[S:10][CH:11]=[CH:12][N:13]=2)[NH:8][C:3]([CH2:2][N:27]2[CH2:32][CH2:31][S:30](=[O:33])(=[O:34])[CH2:29][C@H:28]2[C:35]([OH:37])=[O:36])=[C:4]1[C:22]([O:24][CH2:25][CH3:26])=[O:23]. The catalyst class is: 8. (5) Reactant: [OH-].[Li+].[C:3]([N:6]1[CH:11]=[C:10]([C:12]2[CH:17]=[CH:16][CH:15]=[C:14]([O:18][CH2:19][C:20]3[CH:25]=[CH:24][CH:23]=[CH:22][CH:21]=3)[CH:13]=2)[N:9]([CH2:26][C:27]([O:29]CC2C=CC=CC=2)=[O:28])[C:8](=[O:37])[C@H:7]1[CH:38]([CH3:40])[CH3:39])(=[O:5])[CH3:4].C(OCC)C.Cl. Product: [C:3]([N:6]1[CH:11]=[C:10]([C:12]2[CH:17]=[CH:16][CH:15]=[C:14]([O:18][CH2:19][C:20]3[CH:21]=[CH:22][CH:23]=[CH:24][CH:25]=3)[CH:13]=2)[N:9]([CH2:26][C:27]([OH:29])=[O:28])[C:8](=[O:37])[C@H:7]1[CH:38]([CH3:40])[CH3:39])(=[O:5])[CH3:4]. The catalyst class is: 8. (6) Reactant: [Cl:1][C:2]1[CH:3]=[CH:4][C:5]([CH2:8][O:9][C:10]2[CH:15]=[CH:14][N:13]([C:16]3[CH:21]=[CH:20][C:19]4[C:22]5[CH2:23][N:24](C(OC(C)(C)C)=O)[CH2:25][CH2:26][CH2:27][C:28]=5[O:29][C:18]=4[CH:17]=3)[C:12](=[O:37])[CH:11]=2)=[N:6][CH:7]=1.Cl.C([O-])(O)=O.[Na+]. Product: [Cl:1][C:2]1[CH:3]=[CH:4][C:5]([CH2:8][O:9][C:10]2[CH:15]=[CH:14][N:13]([C:16]3[CH:21]=[CH:20][C:19]4[C:22]5[CH2:23][NH:24][CH2:25][CH2:26][CH2:27][C:28]=5[O:29][C:18]=4[CH:17]=3)[C:12](=[O:37])[CH:11]=2)=[N:6][CH:7]=1. The catalyst class is: 275. (7) Reactant: [CH3:1][C:2]1[C:10]2[CH2:9][O:8][C:7](=[O:11])[C:6]=2[CH:5]=[CH:4][C:3]=1[CH:12]1[CH2:14][O:13]1.[C:15]([N:22]1[CH2:27][CH2:26][NH:25][C@H:24]([CH2:28][OH:29])[CH2:23]1)([O:17][C:18]([CH3:21])([CH3:20])[CH3:19])=[O:16]. Product: [OH:29][CH2:28][C@H:24]1[N:25]([CH2:14][CH:12]([OH:13])[C:3]2[CH:4]=[CH:5][C:6]3[C:7](=[O:11])[O:8][CH2:9][C:10]=3[C:2]=2[CH3:1])[CH2:26][CH2:27][N:22]([C:15]([O:17][C:18]([CH3:21])([CH3:20])[CH3:19])=[O:16])[CH2:23]1. The catalyst class is: 8. (8) Reactant: [CH3:1][C:2]1([CH3:8])[CH2:7][O:6][CH2:5][CH2:4][NH:3]1.[CH3:9][C:10](C)=[O:11].C(=O)=O.C1OC1. Product: [CH3:1][C:2]1([CH3:8])[CH2:7][O:6][CH2:5][CH2:4][N:3]1[CH2:9][CH2:10][OH:11]. The catalyst class is: 5. (9) Reactant: [Cl:1][C:2]1[CH:3]=[C:4]2[C:9](=[CH:10][C:11]=1[O:12][C:13]1[CH:18]=[CH:17][C:16]([C:19](=[O:35])[NH:20][CH2:21][CH2:22][C:23]3[C:24]([O:33][CH3:34])=[N:25][C:26]([C:29]([F:32])([F:31])[F:30])=[CH:27][CH:28]=3)=[CH:15][CH:14]=1)[O:8][CH2:7][CH2:6][CH:5]2[C:36]([OH:38])=[O:37].C[O-].[Na+:41].CO. Product: [Cl:1][C:2]1[CH:3]=[C:4]2[C:9](=[CH:10][C:11]=1[O:12][C:13]1[CH:18]=[CH:17][C:16]([C:19](=[O:35])[NH:20][CH2:21][CH2:22][C:23]3[C:24]([O:33][CH3:34])=[N:25][C:26]([C:29]([F:32])([F:30])[F:31])=[CH:27][CH:28]=3)=[CH:15][CH:14]=1)[O:8][CH2:7][CH2:6][CH:5]2[C:36]([O-:38])=[O:37].[Na+:41]. The catalyst class is: 36.